This data is from Retrosynthesis with 50K atom-mapped reactions and 10 reaction types from USPTO. The task is: Predict the reactants needed to synthesize the given product. Given the product CC(C)c1[nH]nc(O[C@@H]2O[C@H](CO)[C@@H](O)[C@H](O)[C@H]2O)c1Cc1ccccc1OCc1cccc(Br)c1, predict the reactants needed to synthesize it. The reactants are: BrCc1cccc(Br)c1.CC(C)c1[nH]nc(O[C@@H]2O[C@H](CO)[C@@H](O)[C@H](O)[C@H]2O)c1Cc1ccccc1O.